From a dataset of Reaction yield outcomes from USPTO patents with 853,638 reactions. Predict the reaction yield, written as a fraction of the theoretical maximum amount of product (1.0 means a 100% yield; for example, 0.34 means a 34% yield). (1) The reactants are [CH3:1][C:2]([OH:13])([CH3:12])[CH2:3][N:4]1[CH:8]=[CH:7][C:6]([N+:9]([O-])=O)=[N:5]1. The catalyst is [Pd].C(O)C. The product is [NH2:9][C:6]1[CH:7]=[CH:8][N:4]([CH2:3][C:2]([CH3:12])([OH:13])[CH3:1])[N:5]=1. The yield is 0.940. (2) The yield is 0.630. The product is [C:12]([O:11][C:9](=[O:10])[NH:17][C:18]1[S:19][C:20]([Br:23])=[CH:21][N:22]=1)([CH3:13])([CH3:14])[CH3:15]. The catalyst is N1C=CC=CC=1. The reactants are [C:9](O[C:9]([O:11][C:12]([CH3:15])([CH3:14])[CH3:13])=[O:10])([O:11][C:12]([CH3:15])([CH3:14])[CH3:13])=[O:10].Br.[NH2:17][C:18]1[S:19][C:20]([Br:23])=[CH:21][N:22]=1. (3) No catalyst specified. The reactants are C(NC1C=CC(C2C=C3C(CN([C@@H](C(C)C)C(O)=O)C3=O)=CC=2)=CC=1)(=O)C1C=CC=CC=1.[CH2:33]([O:35][C:36]1[CH:37]=[C:38]([CH:66]=[C:67]([O:69][CH2:70][CH3:71])[CH:68]=1)[C:39]([NH:41][C:42]1[CH:47]=[CH:46][C:45]([C:48]2[CH:56]=[C:55]3[C:51]([CH2:52][N:53]([C@@H:58]([CH:63]([CH3:65])[CH3:64])[C:59]([O:61]C)=[O:60])[C:54]3=[O:57])=[CH:50][CH:49]=2)=[CH:44][CH:43]=1)=[O:40])[CH3:34]. The product is [CH2:33]([O:35][C:36]1[CH:37]=[C:38]([CH:66]=[C:67]([O:69][CH2:70][CH3:71])[CH:68]=1)[C:39]([NH:41][C:42]1[CH:47]=[CH:46][C:45]([C:48]2[CH:56]=[C:55]3[C:51]([CH2:52][N:53]([C@@H:58]([CH:63]([CH3:64])[CH3:65])[C:59]([OH:61])=[O:60])[C:54]3=[O:57])=[CH:50][CH:49]=2)=[CH:44][CH:43]=1)=[O:40])[CH3:34]. The yield is 0.820.